Dataset: Forward reaction prediction with 1.9M reactions from USPTO patents (1976-2016). Task: Predict the product of the given reaction. (1) Given the reactants [CH3:1][N:2]1[CH2:5][C:4]2([CH2:10][CH2:9][NH:8][CH2:7][CH2:6]2)[CH2:3]1.F[C:12]1[CH:19]=[CH:18][C:17]([C:20]2[N:25]=[C:24]([NH:26][C:27]3[CH:32]=[CH:31][C:30]([N:33]4[CH2:38][CH2:37][N:36]([CH:39]5[CH2:42][O:41][CH2:40]5)[CH2:35][CH2:34]4)=[CH:29][CH:28]=3)[N:23]=[CH:22][N:21]=2)=[CH:16][C:13]=1[C:14]#[N:15], predict the reaction product. The product is: [CH3:1][N:2]1[CH2:5][C:4]2([CH2:10][CH2:9][N:8]([C:12]3[CH:19]=[CH:18][C:17]([C:20]4[N:25]=[C:24]([NH:26][C:27]5[CH:28]=[CH:29][C:30]([N:33]6[CH2:38][CH2:37][N:36]([CH:39]7[CH2:42][O:41][CH2:40]7)[CH2:35][CH2:34]6)=[CH:31][CH:32]=5)[N:23]=[CH:22][N:21]=4)=[CH:16][C:13]=3[C:14]#[N:15])[CH2:7][CH2:6]2)[CH2:3]1. (2) Given the reactants [C:1]([C:3]1[C:4]([N:21]2[CH2:26][CH2:25][CH:24]([C:27](O)=[O:28])[CH2:23][CH2:22]2)=[N:5][C:6]([CH2:14][N:15]2[CH2:19][CH2:18][CH2:17][C:16]2=[O:20])=[C:7]([C:9]([O:11][CH2:12][CH3:13])=[O:10])[CH:8]=1)#[N:2].[CH3:30][O:31][C:32]1[CH:37]=[CH:36][C:35]([CH2:38][S:39]([NH2:42])(=[O:41])=[O:40])=[CH:34][CH:33]=1, predict the reaction product. The product is: [C:1]([C:3]1[C:4]([N:21]2[CH2:26][CH2:25][CH:24]([C:27](=[O:28])[NH:42][S:39]([CH2:38][C:35]3[CH:36]=[CH:37][C:32]([O:31][CH3:30])=[CH:33][CH:34]=3)(=[O:40])=[O:41])[CH2:23][CH2:22]2)=[N:5][C:6]([CH2:14][N:15]2[CH2:19][CH2:18][CH2:17][C:16]2=[O:20])=[C:7]([CH:8]=1)[C:9]([O:11][CH2:12][CH3:13])=[O:10])#[N:2]. (3) Given the reactants [F:1][C:2]1[CH:7]=[CH:6][C:5]([N:8]2[C:12]([CH2:13][O:14][C:15]3[N:16]=[CH:17][C:18]([C:21]([OH:23])=O)=[N:19][CH:20]=3)=[C:11]([CH3:24])[N:10]=[N:9]2)=[CH:4][CH:3]=1.CN(C(ON1N=NC2C=CC=CC1=2)=[N+](C)C)C.[B-](F)(F)(F)F.CCN(C(C)C)C(C)C.[NH2:56][CH:57]1[CH2:62][CH2:61][O:60][CH2:59][CH2:58]1, predict the reaction product. The product is: [O:60]1[CH2:61][CH2:62][CH:57]([NH:56][C:21]([C:18]2[CH:17]=[N:16][C:15]([O:14][CH2:13][C:12]3[N:8]([C:5]4[CH:4]=[CH:3][C:2]([F:1])=[CH:7][CH:6]=4)[N:9]=[N:10][C:11]=3[CH3:24])=[CH:20][N:19]=2)=[O:23])[CH2:58][CH2:59]1. (4) The product is: [C:1]([O:4][C:5](=[O:32])[NH:6][CH:7]1[CH2:12][CH2:11][CH:10]([NH:13][C:14](=[O:31])[C:15]2[CH:16]=[C:17]([O:22][C:23]3[CH:28]=[CH:27][C:26]([C:29]#[N:30])=[CH:25][CH:24]=3)[CH:18]=[C:19]([O:21][C:38]3[CH:37]=[CH:36][CH:35]=[C:34]([Br:33])[CH:39]=3)[CH:20]=2)[CH2:9][CH2:8]1)([CH3:44])([CH3:3])[CH3:2]. Given the reactants [CH:1]([O:4][C:5](=[O:32])[NH:6][CH:7]1[CH2:12][CH2:11][CH:10]([NH:13][C:14](=[O:31])[C:15]2[CH:20]=[C:19]([OH:21])[CH:18]=[C:17]([O:22][C:23]3[CH:28]=[CH:27][C:26]([C:29]#[N:30])=[CH:25][CH:24]=3)[CH:16]=2)[CH2:9][CH2:8]1)([CH3:3])[CH3:2].[Br:33][C:34]1[CH:35]=[C:36](B(O)O)[CH:37]=[CH:38][CH:39]=1.N1C=CC=C[CH:44]=1, predict the reaction product.